Dataset: Catalyst prediction with 721,799 reactions and 888 catalyst types from USPTO. Task: Predict which catalyst facilitates the given reaction. Reactant: [NH2:1][C@@H:2]([CH3:5])[CH2:3][OH:4].[C:6]([Si:10](Cl)([CH3:12])[CH3:11])([CH3:9])([CH3:8])[CH3:7].C(N(CC)CC)C. Product: [C:6]([Si:10]([CH3:12])([CH3:11])[O:4][CH2:3][CH:2]([NH2:1])[CH3:5])([CH3:9])([CH3:8])[CH3:7]. The catalyst class is: 2.